From a dataset of Forward reaction prediction with 1.9M reactions from USPTO patents (1976-2016). Predict the product of the given reaction. Given the reactants [OH:1][C:2]1[CH:3]=[C:4]([CH:7]=[CH:8][CH:9]=1)[CH2:5][OH:6].[O-]CC.[Na+].Cl[C:15]1[CH:20]=[CH:19][N:18]=[C:17]([C:21]([NH2:23])=[O:22])[CH:16]=1.OC1C=C(C=CC=1)C=O, predict the reaction product. The product is: [OH:6][CH2:5][C:4]1[CH:3]=[C:2]([CH:9]=[CH:8][CH:7]=1)[O:1][C:15]1[CH:20]=[CH:19][N:18]=[C:17]([C:21]([NH2:23])=[O:22])[CH:16]=1.